From a dataset of Reaction yield outcomes from USPTO patents with 853,638 reactions. Predict the reaction yield, written as a fraction of the theoretical maximum amount of product (1.0 means a 100% yield; for example, 0.34 means a 34% yield). The reactants are C([N:8]1[CH2:14][CH:13]2[CH:10]([CH2:11][N:12]2[C:15](=[O:30])[CH2:16][NH:17][C:18](=[O:29])[C:19]2[CH:24]=[CH:23][CH:22]=[C:21]([C:25]([F:28])([F:27])[F:26])[CH:20]=2)[CH2:9]1)C1C=CC=CC=1.Cl. The catalyst is CO.Cl.[Pd]. The product is [CH:10]12[CH2:11][N:12]([C:15](=[O:30])[CH2:16][NH:17][C:18](=[O:29])[C:19]3[CH:24]=[CH:23][CH:22]=[C:21]([C:25]([F:27])([F:28])[F:26])[CH:20]=3)[CH:13]1[CH2:14][NH:8][CH2:9]2. The yield is 0.500.